Dataset: Forward reaction prediction with 1.9M reactions from USPTO patents (1976-2016). Task: Predict the product of the given reaction. (1) Given the reactants N[C:2]1[CH:6]=[C:5]([C:7]([NH:9][C:10]2[CH:15]=[CH:14][CH:13]=[C:12]([F:16])[CH:11]=2)=[O:8])[NH:4][N:3]=1.O1CCOCC1.ClC1C2C(=CC(OCCCCl)=C(OC)C=2)N=CN=1.ClCCl, predict the reaction product. The product is: [F:16][C:12]1[CH:11]=[C:10]([NH:9][C:7]([C:5]2[NH:4][N:3]=[CH:2][CH:6]=2)=[O:8])[CH:15]=[CH:14][CH:13]=1. (2) Given the reactants [C:1]([O:5][C:6]([N:8]1[CH2:12][CH2:11][CH2:10][C@H:9]1[CH2:13][NH:14][C:15]1[C:16]([O:22][C:23]2[CH:28]=[CH:27][C:26]([O:29][CH3:30])=[CH:25][CH:24]=2)=[N:17][C:18](Cl)=[N:19][CH:20]=1)=[O:7])([CH3:4])([CH3:3])[CH3:2].[CH3:31][S:32][C:33]1[N:38]=[C:37]([Sn](CCCC)(CCCC)CCCC)[CH:36]=[CH:35][N:34]=1, predict the reaction product. The product is: [C:1]([O:5][C:6]([N:8]1[CH2:12][CH2:11][CH2:10][C@H:9]1[CH2:13][NH:14][C:15]1[C:16]([O:22][C:23]2[CH:28]=[CH:27][C:26]([O:29][CH3:30])=[CH:25][CH:24]=2)=[N:17][C:18]([C:35]2[CH:36]=[CH:37][N:38]=[C:33]([S:32][CH3:31])[N:34]=2)=[N:19][CH:20]=1)=[O:7])([CH3:4])([CH3:3])[CH3:2].